Dataset: Forward reaction prediction with 1.9M reactions from USPTO patents (1976-2016). Task: Predict the product of the given reaction. The product is: [OH:8][CH2:9][CH2:10][CH2:11][CH2:12][C:13]1[S:17][C:16]([C:18]([O:20][CH2:21][CH3:22])=[O:19])=[N:15][N:14]=1. Given the reactants C([O:8][CH2:9][CH2:10][CH2:11][CH2:12][C:13]1[S:17][C:16]([C:18]([O:20][CH2:21][CH3:22])=[O:19])=[N:15][N:14]=1)C1C=CC=CC=1.[NH4+].[Cl-], predict the reaction product.